Dataset: Peptide-MHC class I binding affinity with 185,985 pairs from IEDB/IMGT. Task: Regression. Given a peptide amino acid sequence and an MHC pseudo amino acid sequence, predict their binding affinity value. This is MHC class I binding data. (1) The peptide sequence is LIGIEILNT. The MHC is HLA-A02:01 with pseudo-sequence HLA-A02:01. The binding affinity (normalized) is 0. (2) The peptide sequence is DPKNWWHIL. The MHC is HLA-B07:02 with pseudo-sequence HLA-B07:02. The binding affinity (normalized) is 0.0847. (3) The peptide sequence is YPKVTKYLPL. The MHC is Patr-A0301 with pseudo-sequence Patr-A0301. The binding affinity (normalized) is 0.106. (4) The peptide sequence is RMVIGGVAL. The MHC is HLA-B48:01 with pseudo-sequence HLA-B48:01. The binding affinity (normalized) is 0.609. (5) The peptide sequence is QQFPTAFEF. The MHC is Mamu-B52 with pseudo-sequence Mamu-B52. The binding affinity (normalized) is 0.712.